From a dataset of Catalyst prediction with 721,799 reactions and 888 catalyst types from USPTO. Predict which catalyst facilitates the given reaction. (1) Reactant: C(O[C:6](=O)[NH:7][CH:8]1[CH2:13][CH2:12][N:11]([C:14](=O)[CH2:15][N:16]([CH3:18])[CH3:17])[CH2:10][CH2:9]1)(C)(C)C.[H-].[Al+3].[Li+].[H-].[H-].[H-].O.[OH-].[Na+]. Product: [CH3:17][N:16]([CH3:18])[CH2:15][CH2:14][N:11]1[CH2:10][CH2:9][CH:8]([NH:7][CH3:6])[CH2:13][CH2:12]1. The catalyst class is: 7. (2) Reactant: [CH3:1][C:2]([C:5]1[CH:6]=[CH:7][C:8]([S:11]([NH:14][C:15]2[C:16]([O:31][C:32]3[CH:33]=[CH:34][CH:35]=[CH:36][C:37]=3[O:38][CH3:39])=[C:17]([O:27][CH2:28][CH2:29][OH:30])[N:18]=[C:19]([C:21]3[N:22]=[CH:23][CH:24]=[CH:25][N:26]=3)[N:20]=2)(=[O:13])=[O:12])=[CH:9][CH:10]=1)([CH3:4])[CH3:3].C([O-])(=O)CC(CC([O-])=O)(C([O-])=O)O.C(Cl)Cl.C(=O)(O)[O-].[Na+]. Product: [CH3:4][C:2]([C:5]1[CH:10]=[CH:9][C:8]([S:11]([NH:14][C:15]2[C:16]([O:31][C:32]3[CH:33]=[CH:34][CH:35]=[CH:36][C:37]=3[O:38][CH3:39])=[C:17]([O:27][CH2:28][CH2:29][OH:30])[N:18]=[C:19]([C:21]3[N:26]=[CH:25][CH:24]=[CH:23][N:22]=3)[N:20]=2)(=[O:12])=[O:13])=[CH:7][CH:6]=1)([CH3:1])[CH3:3]. The catalyst class is: 6. (3) Reactant: [CH2:1]([O:8][C:9]1[CH:14]=[CH:13][N:12]2[N:15]=[C:16]([CH3:21])[C:17]([C:18](=[S:20])[NH2:19])=[C:11]2[CH:10]=1)[C:2]1[CH:7]=[CH:6][CH:5]=[CH:4][CH:3]=1.Cl[CH:23]([C:29]([C:31]1[CH:36]=[CH:35][CH:34]=[CH:33][C:32]=1[F:37])=O)[C:24]([O:26][CH2:27][CH3:28])=[O:25]. Product: [CH2:1]([O:8][C:9]1[CH:14]=[CH:13][N:12]2[N:15]=[C:16]([CH3:21])[C:17]([C:18]3[S:20][C:23]([C:24]([O:26][CH2:27][CH3:28])=[O:25])=[C:29]([C:31]4[CH:36]=[CH:35][CH:34]=[CH:33][C:32]=4[F:37])[N:19]=3)=[C:11]2[CH:10]=1)[C:2]1[CH:3]=[CH:4][CH:5]=[CH:6][CH:7]=1. The catalyst class is: 41. (4) Reactant: [OH:1][C:2]1[C:7]2[N:8]([CH2:12][CH2:13][O:14][CH3:15])[C:9]([CH3:11])=[N:10][C:6]=2[CH:5]=[C:4]([C:16]([O:18][CH3:19])=[O:17])[C:3]=1[CH2:20][CH2:21][C:22](=[O:29])[C:23]1[CH:28]=[CH:27][CH:26]=[CH:25][CH:24]=1.[BH4-].[Na+]. Product: [OH:1][C:2]1[C:7]2[N:8]([CH2:12][CH2:13][O:14][CH3:15])[C:9]([CH3:11])=[N:10][C:6]=2[CH:5]=[C:4]([C:16]([O:18][CH3:19])=[O:17])[C:3]=1[CH2:20][CH2:21][CH:22]([OH:29])[C:23]1[CH:28]=[CH:27][CH:26]=[CH:25][CH:24]=1. The catalyst class is: 8.